Predict the reactants needed to synthesize the given product. From a dataset of Full USPTO retrosynthesis dataset with 1.9M reactions from patents (1976-2016). (1) Given the product [F:71][C:62]1[CH:63]=[C:64]([C:65]2[CH:70]=[CH:69][CH:68]=[CH:67][CH:66]=2)[C:58]2[O:57][CH:56]([CH2:55][NH2:52])[CH2:60][C:59]=2[CH:61]=1, predict the reactants needed to synthesize it. The reactants are: CC1C=CC(S(OCC2CC3C=C(F)C=C(C4C=CC=CC=4)C=3O2)(=O)=O)=CC=1.[N-]=[N+]=[N-].[Na+].N(CC1CC2C=C(Cl)C=C(C3C=CSC=3)C=2O1)=[N+]=[N-].[N:52]([CH2:55][CH:56]1[CH2:60][C:59]2[CH:61]=[C:62]([F:71])[CH:63]=[C:64]([C:65]3[CH:70]=[CH:69][CH:68]=[CH:67][CH:66]=3)[C:58]=2[O:57]1)=[N+]=[N-].[N-]=[N+]=[N-]. (2) Given the product [CH:12]1([O:16][C:2]2[C:10]([CH3:11])=[CH:9][C:5]([C:6]([OH:8])=[O:7])=[CH:4][N:3]=2)[CH2:15][CH2:14][CH2:13]1, predict the reactants needed to synthesize it. The reactants are: F[C:2]1[C:10]([CH3:11])=[CH:9][C:5]([C:6]([OH:8])=[O:7])=[CH:4][N:3]=1.[CH:12]1([OH:16])[CH2:15][CH2:14][CH2:13]1. (3) Given the product [CH2:2]([O:4][C:5](=[O:34])[CH2:6][C:7]1[CH:8]=[C:9]([C:15]2[CH:20]=[CH:19][C:18]([C:21]3[CH:22]=[N:23][C:24]([O:27][CH2:28][CH3:29])=[CH:25][CH:26]=3)=[CH:17][C:16]=2[CH2:30][N:31]([C:47]([CH:44]2[CH2:46][CH2:45]2)=[O:48])[CH2:32][CH3:33])[C:10]([O:13][CH3:14])=[CH:11][CH:12]=1)[CH3:3], predict the reactants needed to synthesize it. The reactants are: Cl.[CH2:2]([O:4][C:5](=[O:34])[CH2:6][C:7]1[CH:8]=[C:9]([C:15]2[CH:20]=[CH:19][C:18]([C:21]3[CH:22]=[N:23][C:24]([O:27][CH2:28][CH3:29])=[CH:25][CH:26]=3)=[CH:17][C:16]=2[CH2:30][NH:31][CH2:32][CH3:33])[C:10]([O:13][CH3:14])=[CH:11][CH:12]=1)[CH3:3].C(N(CC)C(C)C)(C)C.[CH:44]1([C:47](Cl)=[O:48])[CH2:46][CH2:45]1.